Dataset: Reaction yield outcomes from USPTO patents with 853,638 reactions. Task: Predict the reaction yield, written as a fraction of the theoretical maximum amount of product (1.0 means a 100% yield; for example, 0.34 means a 34% yield). (1) The reactants are C([O:3][C:4]([C:6]1[C:7]2[CH:8]=[CH:9][N:10]([C:15]3[CH:16]=[N:17][CH:18]=[C:19]([C@@H:21]4[CH2:25][CH2:24][CH2:23][N:22]4[C:26](=[O:45])[C@@H:27]([NH:31][C:32](=[O:44])[C@@H:33]([N:35]([C:37]([O:39][C:40]([CH3:43])([CH3:42])[CH3:41])=[O:38])[CH3:36])[CH3:34])[CH:28]([CH3:30])[CH3:29])[CH:20]=3)[C:11]=2[CH:12]=[CH:13][CH:14]=1)=[O:5])C.[Li+].[OH-]. The catalyst is C1COCC1.CO.O. The product is [C:40]([O:39][C:37]([N:35]([CH3:36])[C@@H:33]([CH3:34])[C:32]([NH:31][C@@H:27]([CH:28]([CH3:29])[CH3:30])[C:26]([N:22]1[CH2:23][CH2:24][CH2:25][C@H:21]1[C:19]1[CH:20]=[C:15]([N:10]2[C:11]3[CH:12]=[CH:13][CH:14]=[C:6]([C:4]([OH:5])=[O:3])[C:7]=3[CH:8]=[CH:9]2)[CH:16]=[N:17][CH:18]=1)=[O:45])=[O:44])=[O:38])([CH3:43])([CH3:42])[CH3:41]. The yield is 0.870. (2) The reactants are [Br:1][C:2]1[CH:3]=[CH:4][CH:5]=[C:6]2[C:11]=1[N:10]=[C:9](Cl)[N:8]=[C:7]2[NH2:13].[C:14]([NH2:18])([CH3:17])([CH3:16])[CH3:15]. The catalyst is CN1C(=O)CCC1. The product is [Br:1][C:2]1[CH:3]=[CH:4][CH:5]=[C:6]2[C:11]=1[N:10]=[C:9]([NH:18][C:14]([CH3:17])([CH3:16])[CH3:15])[N:8]=[C:7]2[NH2:13]. The yield is 1.00. (3) The reactants are [C:1]([C:4]1[CH:9]=[CH:8][C:7]([Cl:10])=[CH:6][C:5]=1/[CH:11]=[CH:12]/[C:13]([O:15]C(C)(C)C)=[O:14])(=[O:3])[CH3:2]. The catalyst is C(O)(C(F)(F)F)=O.C(Cl)Cl. The product is [C:1]([C:4]1[CH:9]=[CH:8][C:7]([Cl:10])=[CH:6][C:5]=1/[CH:11]=[CH:12]/[C:13]([OH:15])=[O:14])(=[O:3])[CH3:2]. The yield is 1.00. (4) The reactants are Br[C:2]1[CH:3]=[C:4]2[C:9](=[CH:10][CH:11]=1)[N:8]([C:12]1[C:16]3[CH2:17][N:18]([C:21](=[O:23])[CH3:22])[CH2:19][CH2:20][C:15]=3[N:14]([C@H:24]3[CH2:28][CH2:27][O:26][CH2:25]3)[N:13]=1)[CH2:7][CH:6](O[Si](C(C)(C)C)(C)C)[CH2:5]2.[CH3:37][O:38]C1C=C2C(CCCN2)=CC=1.C(O[Na])(C)(C)C.COC(C)(C)C.C1(P(C2CCCCC2)C2C=CC=CC=2C2C(OC(C)C)=CC=CC=2OC(C)C)CCCCC1. The catalyst is C1(C)C=CC=CC=1. The product is [CH3:37][O:38][C:11]1[CH:10]=[C:9]2[C:4]([CH2:5][CH2:6][CH2:7][N:8]2[C:12]2[C:16]3[CH2:17][N:18]([C:21](=[O:23])[CH3:22])[CH2:19][CH2:20][C:15]=3[N:14]([C@H:24]3[CH2:28][CH2:27][O:26][CH2:25]3)[N:13]=2)=[CH:3][CH:2]=1. The yield is 0.260. (5) The reactants are Br[C:2]1[CH:7]=[CH:6][C:5]([NH:8][C:9](=[O:15])[O:10][C:11]([CH3:14])([CH3:13])[CH3:12])=[C:4]([N+:16]([O-:18])=[O:17])[CH:3]=1.[CH2:19]([N:21]1[CH2:26][CH2:25][NH:24][CH2:23][CH2:22]1)[CH3:20].CC1(C)C2C(=C(P(C3C=CC=CC=3)C3C=CC=CC=3)C=CC=2)OC2C(P(C3C=CC=CC=3)C3C=CC=CC=3)=CC=CC1=2.C([O-])([O-])=O.[Cs+].[Cs+]. The catalyst is C1(C)C=CC=CC=1.C1C=CC(/C=C/C(/C=C/C2C=CC=CC=2)=O)=CC=1.C1C=CC(/C=C/C(/C=C/C2C=CC=CC=2)=O)=CC=1.C1C=CC(/C=C/C(/C=C/C2C=CC=CC=2)=O)=CC=1.[Pd].[Pd].C(Cl)Cl. The product is [CH2:19]([N:21]1[CH2:26][CH2:25][N:24]([C:2]2[CH:7]=[CH:6][C:5]([NH:8][C:9](=[O:15])[O:10][C:11]([CH3:14])([CH3:13])[CH3:12])=[C:4]([N+:16]([O-:18])=[O:17])[CH:3]=2)[CH2:23][CH2:22]1)[CH3:20]. The yield is 0.550.